From a dataset of Tyrosyl-DNA phosphodiesterase HTS with 341,365 compounds. Binary Classification. Given a drug SMILES string, predict its activity (active/inactive) in a high-throughput screening assay against a specified biological target. (1) The molecule is S(=O)(=O)(N1CCCCC1)c1cc2nc(SCC(=O)NC(C)(C)C)oc2cc1. The result is 0 (inactive). (2) The drug is O(CC(=O)c1c(n(c(c1)C)Cc1ccccc1)C)c1ccc(cc1)c1ocnn1. The result is 0 (inactive). (3) The compound is o1c2c(cc(C(=O)N3CCc4c(C3)cccc4)c1=O)cccc2OCC. The result is 0 (inactive).